Task: Regression. Given two drug SMILES strings and cell line genomic features, predict the synergy score measuring deviation from expected non-interaction effect.. Dataset: NCI-60 drug combinations with 297,098 pairs across 59 cell lines (1) Drug 1: CCC1(CC2CC(C3=C(CCN(C2)C1)C4=CC=CC=C4N3)(C5=C(C=C6C(=C5)C78CCN9C7C(C=CC9)(C(C(C8N6C)(C(=O)OC)O)OC(=O)C)CC)OC)C(=O)OC)O.OS(=O)(=O)O. Drug 2: CC12CCC3C(C1CCC2O)C(CC4=C3C=CC(=C4)O)CCCCCCCCCS(=O)CCCC(C(F)(F)F)(F)F. Cell line: NCIH23. Synergy scores: CSS=7.17, Synergy_ZIP=-4.81, Synergy_Bliss=-8.54, Synergy_Loewe=-5.02, Synergy_HSA=-4.70. (2) Drug 1: C1=NC2=C(N1)C(=S)N=C(N2)N. Drug 2: COCCOC1=C(C=C2C(=C1)C(=NC=N2)NC3=CC=CC(=C3)C#C)OCCOC.Cl. Cell line: MOLT-4. Synergy scores: CSS=47.4, Synergy_ZIP=1.85, Synergy_Bliss=1.07, Synergy_Loewe=-13.5, Synergy_HSA=0.386. (3) Drug 1: CC12CCC3C(C1CCC2O)C(CC4=C3C=CC(=C4)O)CCCCCCCCCS(=O)CCCC(C(F)(F)F)(F)F. Drug 2: C1=NC2=C(N=C(N=C2N1C3C(C(C(O3)CO)O)F)Cl)N. Cell line: COLO 205. Synergy scores: CSS=8.43, Synergy_ZIP=-6.55, Synergy_Bliss=0.185, Synergy_Loewe=-12.1, Synergy_HSA=-2.79. (4) Drug 2: CC1=C(C=C(C=C1)NC(=O)C2=CC=C(C=C2)CN3CCN(CC3)C)NC4=NC=CC(=N4)C5=CN=CC=C5. Cell line: NCI-H460. Synergy scores: CSS=44.4, Synergy_ZIP=3.09, Synergy_Bliss=2.76, Synergy_Loewe=-25.2, Synergy_HSA=1.91. Drug 1: COC1=CC(=CC(=C1O)OC)C2C3C(COC3=O)C(C4=CC5=C(C=C24)OCO5)OC6C(C(C7C(O6)COC(O7)C8=CC=CS8)O)O. (5) Drug 1: C1=CN(C(=O)N=C1N)C2C(C(C(O2)CO)O)O.Cl. Drug 2: N.N.Cl[Pt+2]Cl. Cell line: K-562. Synergy scores: CSS=64.9, Synergy_ZIP=3.19, Synergy_Bliss=3.19, Synergy_Loewe=5.04, Synergy_HSA=9.57.